From a dataset of Forward reaction prediction with 1.9M reactions from USPTO patents (1976-2016). Predict the product of the given reaction. (1) Given the reactants [NH2:1][C:2]1[N:7]2[N:8]=[C:9]([C:11]3[O:12][CH:13]=[CH:14][CH:15]=3)[N:10]=[C:6]2[CH:5]=[C:4]([CH2:16][OH:17])[N:3]=1, predict the reaction product. The product is: [NH2:1][C:2]1[N:7]2[N:8]=[C:9]([C:11]3[O:12][CH:13]=[CH:14][CH:15]=3)[N:10]=[C:6]2[CH:5]=[C:4]([CH:16]=[O:17])[N:3]=1. (2) Given the reactants [F:1][CH:2]([F:34])[O:3][C:4]1[C:12]2[CH2:11][N:10]([C:13]3[CH:18]=[CH:17][C:16]([CH2:19][C:20]([O:22]CC)=[O:21])=[CH:15][C:14]=3[F:25])[C:9](=[O:26])[C:8]=2[C:7]([O:27][CH2:28][CH3:29])=[C:6]2[CH:30]=[CH:31][CH:32]=[CH:33][C:5]=12.C(O)(=O)C.Cl, predict the reaction product. The product is: [F:34][CH:2]([F:1])[O:3][C:4]1[C:12]2[CH2:11][N:10]([C:13]3[CH:18]=[CH:17][C:16]([CH2:19][C:20]([OH:22])=[O:21])=[CH:15][C:14]=3[F:25])[C:9](=[O:26])[C:8]=2[C:7]([O:27][CH2:28][CH3:29])=[C:6]2[CH:30]=[CH:31][CH:32]=[CH:33][C:5]=12. (3) Given the reactants [N:1]1([C:7]2[C:16]3[C:11](=[CH:12][CH:13]=[CH:14][CH:15]=3)[CH:10]=[C:9]([C:17]3[CH:22]=[CH:21][C:20]([S:23]([CH2:26][CH2:27][CH3:28])(=[O:25])=[O:24])=[CH:19][CH:18]=3)[N:8]=2)[CH2:6][CH2:5][NH:4][CH2:3][CH2:2]1.C(N(CC)CC)C.[CH2:36](Br)[CH2:37][OH:38].[OH2:40].CN(C)[CH:43]=[O:44], predict the reaction product. The product is: [C:43]([OH:44])(=[O:24])[C:37]([OH:38])=[O:40].[OH:38][CH2:37][CH2:36][N:4]1[CH2:5][CH2:6][N:1]([C:7]2[C:16]3[C:11](=[CH:12][CH:13]=[CH:14][CH:15]=3)[CH:10]=[C:9]([C:17]3[CH:18]=[CH:19][C:20]([S:23]([CH2:26][CH2:27][CH3:28])(=[O:25])=[O:24])=[CH:21][CH:22]=3)[N:8]=2)[CH2:2][CH2:3]1. (4) Given the reactants [C:1]([NH:4][C@@:5]1([C:13]([NH:15][C:16]([CH3:19])([CH3:18])[CH3:17])=[O:14])[CH2:9][CH2:8][O:7][C@@H:6]1[CH2:10][CH:11]=[CH2:12])(=[O:3])[CH3:2].[CH3:20][C:21]1([CH3:28])[C:25]([CH3:27])([CH3:26])[O:24][BH:23][O:22]1.O, predict the reaction product. The product is: [C:1]([NH:4][C@@:5]1([C:13]([NH:15][C:16]([CH3:19])([CH3:18])[CH3:17])=[O:14])[CH2:9][CH2:8][O:7][C@@H:6]1[CH2:10][CH2:11][CH2:12][B:23]1[O:24][C:25]([CH3:27])([CH3:26])[C:21]([CH3:28])([CH3:20])[O:22]1)(=[O:3])[CH3:2]. (5) Given the reactants [C:1]12[CH:24]=[C:22]3[N:23]=[C:19]([CH:20]=[CH:21]3)[CH:18]=[C:16]3N[C:1]([CH:14]=[CH:15]3)=[CH:24][C:22]3=[N:23][C:19]([CH:20]=[CH:21]3)=[CH:18][C:16](N1)=[CH:15][CH:14]=2.[CH:25]1[CH:29]=C(CC2NC=CC=2)N[CH:26]=1.F[C:37](F)(F)[C:38]1C=CC(N)=C[CH:39]=1.C([Mg]Cl)C=C, predict the reaction product. The product is: [CH2:29]([C:18]([CH2:16][CH:15]=[CH2:14])([CH2:39][CH:38]=[CH2:37])[C:19]1[CH:20]=[CH:21][C:22]([NH2:23])=[CH:24][CH:1]=1)[CH:25]=[CH2:26].